The task is: Predict which catalyst facilitates the given reaction.. This data is from Catalyst prediction with 721,799 reactions and 888 catalyst types from USPTO. (1) Reactant: [OH:1][C@H:2]1[CH2:6][N:5]([C:7]([O:9][C:10]([CH3:13])([CH3:12])[CH3:11])=[O:8])[C@H:4]([C:14]([O:16][CH3:17])=[O:15])[CH2:3]1.ClCCl.C(N(CC)CC)C.[CH3:28][S:29](Cl)(=[O:31])=[O:30]. Product: [CH3:28][S:29]([O:1][C@H:2]1[CH2:6][N:5]([C:7]([O:9][C:10]([CH3:11])([CH3:12])[CH3:13])=[O:8])[C@H:4]([C:14]([O:16][CH3:17])=[O:15])[CH2:3]1)(=[O:31])=[O:30]. The catalyst class is: 6. (2) Reactant: [F:1][C:2]([F:34])([F:33])[C:3]1[CH:4]=[C:5]([CH:26]=[C:27]([C:29]([F:32])([F:31])[F:30])[CH:28]=1)[CH2:6][NH:7][CH2:8][C:9]1[CH:14]=[C:13]([C:15]([F:18])([F:17])[F:16])[CH:12]=[CH:11][C:10]=1[N:19]([CH2:24][CH3:25])[CH2:20][CH2:21][O:22][CH3:23].[Br:35][C:36]1[CH:37]=[N:38][C:39](Cl)=[N:40][CH:41]=1.C(N(C(C)C)C(C)C)C.C(OCC)(=O)C. Product: [F:1][C:2]([F:33])([F:34])[C:3]1[CH:4]=[C:5]([CH:26]=[C:27]([C:29]([F:32])([F:30])[F:31])[CH:28]=1)[CH2:6][N:7]([C:39]1[N:40]=[CH:41][C:36]([Br:35])=[CH:37][N:38]=1)[CH2:8][C:9]1[CH:14]=[C:13]([C:15]([F:18])([F:16])[F:17])[CH:12]=[CH:11][C:10]=1[N:19]([CH2:24][CH3:25])[CH2:20][CH2:21][O:22][CH3:23]. The catalyst class is: 93. (3) Reactant: [ClH:1].[ClH:2].[NH:3]1[C:7]2[CH:8]=[CH:9][CH:10]=[CH:11][C:6]=2[N:5]=[C:4]1[CH:12]([O:26][CH:27]1[CH2:32][CH2:31][N:30]([CH3:33])[CH2:29][CH2:28]1)[C:13]1[CH:14]=[C:15]([S:19][CH2:20][CH2:21][NH:22][C:23]([NH2:25])=[NH:24])[CH:16]=[CH:17][CH:18]=1.[C:34](OC(=O)C)(=[O:36])[CH3:35]. Product: [Cl:1][CH2:4][Cl:2].[CH3:12][OH:26].[NH3:3].[C:34]([NH:24][C:23]([NH:22][CH2:21][CH2:20][S:19][C:15]1[CH:16]=[CH:17][CH:18]=[C:13]([CH:12]([C:4]2[NH:5][C:6]3[CH:11]=[CH:10][CH:9]=[CH:8][C:7]=3[N:3]=2)[O:26][CH:27]2[CH2:28][CH2:29][N:30]([CH3:33])[CH2:31][CH2:32]2)[CH:14]=1)=[NH:25])(=[O:36])[CH3:35]. The catalyst class is: 599.